The task is: Predict which catalyst facilitates the given reaction.. This data is from Catalyst prediction with 721,799 reactions and 888 catalyst types from USPTO. (1) Reactant: [F:1][C:2]([F:32])([F:31])[O:3][C:4]1[CH:9]=[CH:8][C:7]([S:10]([N:13]2[CH2:18][CH2:17][CH:16]([O:19][N:20]3C(=O)C4C(=CC=CC=4)C3=O)[CH2:15][CH2:14]2)(=[O:12])=[O:11])=[CH:6][CH:5]=1.O.NN. Product: [F:32][C:2]([F:1])([F:31])[O:3][C:4]1[CH:5]=[CH:6][C:7]([S:10]([N:13]2[CH2:18][CH2:17][CH:16]([O:19][NH2:20])[CH2:15][CH2:14]2)(=[O:11])=[O:12])=[CH:8][CH:9]=1. The catalyst class is: 14. (2) Reactant: Br[C:2]1[CH:24]=[C:23]([F:25])[C:22]([F:26])=[CH:21][C:3]=1[O:4][CH2:5][C:6]([N:8]([CH:18]([CH3:20])[CH3:19])[NH:9][C:10](=[O:17])[C:11]1[CH:16]=[CH:15][CH:14]=[CH:13][CH:12]=1)=[O:7].C([O-])([O-])=O.[Na+].[Na+].[CH2:33]([C:35]1[CH:40]=[CH:39][CH:38]=[CH:37][C:36]=1B(O)O)[CH3:34]. Product: [CH2:33]([C:35]1[CH:40]=[CH:39][CH:38]=[CH:37][C:36]=1[C:2]1[CH:24]=[C:23]([F:25])[C:22]([F:26])=[CH:21][C:3]=1[O:4][CH2:5][C:6]([N:8]([CH:18]([CH3:20])[CH3:19])[NH:9][C:10](=[O:17])[C:11]1[CH:16]=[CH:15][CH:14]=[CH:13][CH:12]=1)=[O:7])[CH3:34]. The catalyst class is: 57. (3) Reactant: [CH3:1][NH:2][C:3]([NH:5][CH2:6][CH2:7][CH2:8][C@:9]([C@@H:18]1[CH2:23][CH2:22][CH2:21][N:20](C(OC(C)(C)C)=O)[CH2:19]1)([C:11]1[CH:16]=[CH:15][CH:14]=[C:13]([Cl:17])[CH:12]=1)[OH:10])=[O:4].Cl. Product: [Cl:17][C:13]1[CH:12]=[C:11]([C@@:9]([OH:10])([C@@H:18]2[CH2:23][CH2:22][CH2:21][NH:20][CH2:19]2)[CH2:8][CH2:7][CH2:6][NH:5][C:3]([NH:2][CH3:1])=[O:4])[CH:16]=[CH:15][CH:14]=1. The catalyst class is: 23. (4) Reactant: [Mg].II.Br[C:5]1[C:10]([O:11][CH3:12])=[CH:9][C:8]([CH2:13][O:14][CH:15]([O:17][CH:18]([CH3:20])[CH3:19])[CH3:16])=[CH:7][C:6]=1[O:21][CH3:22].[B:23](OC)([O:26]C)[O:24]C.[Cl-].[NH4+].C(OC(C)C)(=O)C. Product: [CH:18]([O:17][CH:15]([O:14][CH2:13][C:8]1[CH:9]=[C:10]([O:11][CH3:12])[C:5]([B:23]([OH:26])[OH:24])=[C:6]([O:21][CH3:22])[CH:7]=1)[CH3:16])([CH3:20])[CH3:19]. The catalyst class is: 7.